This data is from Forward reaction prediction with 1.9M reactions from USPTO patents (1976-2016). The task is: Predict the product of the given reaction. (1) Given the reactants [CH3:1][O:2][C:3]([C@@H:5]1[CH2:9][C:8](=[N:10][O:11][CH3:12])[CH2:7][NH:6]1)=[O:4].[CH3:13][C:14]1[CH:19]=[CH:18][CH:17]=[CH:16][C:15]=1[C:20]1[CH:25]=[CH:24][C:23]([C:26](O)=[O:27])=[CH:22][CH:21]=1.C(Cl)Cl.C(Cl)CCl, predict the reaction product. The product is: [CH3:12][O:11]/[N:10]=[C:8]1\[CH2:9][C@@H:5]([C:3]([O:2][CH3:1])=[O:4])[N:6]([C:26]([C:23]2[CH:22]=[CH:21][C:20]([C:15]3[CH:16]=[CH:17][CH:18]=[CH:19][C:14]=3[CH3:13])=[CH:25][CH:24]=2)=[O:27])[CH2:7]\1. (2) The product is: [Cl:17][C:18]1[CH:19]=[C:20]([C:24]2[C:33]3[C:28](=[CH:29][CH:30]=[C:31]([C:34]([C:36]4[N:40]([CH3:41])[CH:39]=[N:38][CH:37]=4)([C:13]4[S:12][CH:16]=[CH:15][N:14]=4)[OH:35])[CH:32]=3)[N:27]=[C:26]([O:42][CH3:43])[CH:25]=2)[CH:21]=[CH:22][CH:23]=1. Given the reactants [Li]CCCC.CCCCCC.[S:12]1[CH:16]=[CH:15][N:14]=[CH:13]1.[Cl:17][C:18]1[CH:19]=[C:20]([C:24]2[C:33]3[C:28](=[CH:29][CH:30]=[C:31]([C:34]([C:36]4[N:40]([CH3:41])[CH:39]=[N:38][CH:37]=4)=[O:35])[CH:32]=3)[N:27]=[C:26]([O:42][CH3:43])[CH:25]=2)[CH:21]=[CH:22][CH:23]=1, predict the reaction product. (3) Given the reactants [OH:1][C:2]1[CH:3]=[C:4]([CH2:8][CH2:9][CH2:10][N:11]2[C:19](=[O:20])[C:18]3[C:13](=[CH:14][CH:15]=[CH:16][CH:17]=3)[C:12]2=[O:21])[CH:5]=[CH:6][CH:7]=1.[O:22]1[CH2:27][CH2:26][CH2:25][CH2:24][CH:23]1[CH2:28]O, predict the reaction product. The product is: [O:22]1[CH2:27][CH2:26][CH2:25][CH2:24][CH:23]1[CH2:28][O:1][C:2]1[CH:3]=[C:4]([CH2:8][CH2:9][CH2:10][N:11]2[C:19](=[O:20])[C:18]3[C:13](=[CH:14][CH:15]=[CH:16][CH:17]=3)[C:12]2=[O:21])[CH:5]=[CH:6][CH:7]=1. (4) Given the reactants [OH:1][C:2]1[CH:3]=[N:4][CH:5]=[CH:6][CH:7]=1.[CH3:8][N:9]([C:13]1[CH:18]=[CH:17][CH:16]=[CH:15][CH:14]=1)[C:10](Cl)=[O:11], predict the reaction product. The product is: [N:4]1[CH:5]=[CH:6][CH:7]=[C:2]([O:1][C:10](=[O:11])[N:9]([CH3:8])[C:13]2[CH:18]=[CH:17][CH:16]=[CH:15][CH:14]=2)[CH:3]=1. (5) Given the reactants [S:1]1[CH:5]=[C:4]([C:6]2[CH:13]=[CH:12][C:9]([CH2:10][NH2:11])=[CH:8][CH:7]=2)[N:3]=[N:2]1.[F:14][C:15]([F:41])([F:40])[C:16]1[CH:21]=[CH:20][C:19]([C:22]2[C:23]([C:28]([NH:30][C:31]3[CH:32]=[C:33]([C:37](O)=[O:38])[N:34]([CH3:36])[CH:35]=3)=[O:29])=[CH:24][CH:25]=[CH:26][CH:27]=2)=[CH:18][CH:17]=1.CN(C(ON1N=NC2C=CC=CC1=2)=[N+](C)C)C.[B-](F)(F)(F)F.C(N(C(C)C)C(C)C)C, predict the reaction product. The product is: [S:1]1[CH:5]=[C:4]([C:6]2[CH:7]=[CH:8][C:9]([CH2:10][NH:11][C:37]([C:33]3[N:34]([CH3:36])[CH:35]=[C:31]([NH:30][C:28]([C:23]4[C:22]([C:19]5[CH:18]=[CH:17][C:16]([C:15]([F:41])([F:14])[F:40])=[CH:21][CH:20]=5)=[CH:27][CH:26]=[CH:25][CH:24]=4)=[O:29])[CH:32]=3)=[O:38])=[CH:12][CH:13]=2)[N:3]=[N:2]1. (6) Given the reactants [Cl:1][C:2]1[N:3]=[N:4][CH:5]=[C:6](Cl)[C:7]=1[Cl:8].Cl.[CH2:11]([O:13][C:14](=[O:17])[CH2:15][NH2:16])[CH3:12].C(N(C(C)C)CC)(C)C, predict the reaction product. The product is: [Cl:8][C:7]1[C:6]([NH:16][CH2:15][C:14]([O:13][CH2:11][CH3:12])=[O:17])=[CH:5][N:4]=[N:3][C:2]=1[Cl:1]. (7) Given the reactants S(S([O-])=O)([O-])=O.[Na+].[Na+].[Cl:9][C:10]1[CH:11]=[CH:12][C:13]([N+:18]([O-])=O)=[C:14]([O:16][CH3:17])[CH:15]=1.C(=O)([O-])O.[K+].Cl, predict the reaction product. The product is: [Cl:9][C:10]1[CH:11]=[CH:12][C:13]([NH2:18])=[C:14]([O:16][CH3:17])[CH:15]=1.